This data is from Full USPTO retrosynthesis dataset with 1.9M reactions from patents (1976-2016). The task is: Predict the reactants needed to synthesize the given product. Given the product [N:1]1[N:5]2[CH2:6][CH2:7][CH2:8][CH2:9][C:4]2=[C:3]([CH:10]=[O:11])[CH:2]=1, predict the reactants needed to synthesize it. The reactants are: [N:1]1[N:5]2[CH:6]=[CH:7][CH:8]=[CH:9][C:4]2=[C:3]([CH:10]=[O:11])[CH:2]=1.